Dataset: Full USPTO retrosynthesis dataset with 1.9M reactions from patents (1976-2016). Task: Predict the reactants needed to synthesize the given product. (1) Given the product [CH2:49]([N:46]1[CH2:47][CH2:48][C@H:43]([NH:42][C:10]2[C:11]3[C:12](=[N:13][CH:14]=[CH:15][C:16]=3[O:17][C:18]3[CH:23]=[CH:22][C:21]([NH:24][C:25]([C:27]4[C:28](=[O:40])[N:29]([C:33]5[CH:34]=[CH:35][C:36]([F:39])=[CH:37][CH:38]=5)[N:30]=[CH:31][CH:32]=4)=[O:26])=[CH:20][C:19]=3[F:41])[NH:8][N:9]=2)[C@H:44]([F:51])[CH2:45]1)[CH3:50], predict the reactants needed to synthesize it. The reactants are: COC1C=CC(C[N:8]2[C:12]3=[N:13][CH:14]=[CH:15][C:16]([O:17][C:18]4[CH:23]=[CH:22][C:21]([NH:24][C:25]([C:27]5[C:28](=[O:40])[N:29]([C:33]6[CH:38]=[CH:37][C:36]([F:39])=[CH:35][CH:34]=6)[N:30]=[CH:31][CH:32]=5)=[O:26])=[CH:20][C:19]=4[F:41])=[C:11]3[C:10]([NH:42][C@H:43]3[CH2:48][CH2:47][N:46]([CH2:49][CH3:50])[CH2:45][C@H:44]3[F:51])=[N:9]2)=CC=1.FC(F)(F)C(O)=O. (2) Given the product [S:11]1[C:12]2[CH:17]=[CH:16][N:15]=[CH:14][C:13]=2[N:18]=[C:10]1[C:6]1[CH:5]=[C:4]([NH2:1])[CH:9]=[CH:8][CH:7]=1, predict the reactants needed to synthesize it. The reactants are: [N+:1]([C:4]1[CH:5]=[C:6]([C:10]2[S:11][C:12]3[CH:17]=[CH:16][N:15]=[CH:14][C:13]=3[N:18]=2)[CH:7]=[CH:8][CH:9]=1)([O-])=O.[NH4+].[Cl-].O. (3) The reactants are: [CH3:1][O:2][C:3]1[CH:12]=[C:11]2[C:6]([C:7]([O:13][C:14]3[CH:19]=[CH:18][C:17]([NH:20][C:21]4[C:30]5[C:25](=[CH:26][CH:27]=[CH:28][CH:29]=5)[C:24]([C:31]5[CH:32]=[CH:33][C:34]([CH3:38])=[C:35]([OH:37])[CH:36]=5)=[N:23][N:22]=4)=[CH:16][CH:15]=3)=[CH:8][CH:9]=[N:10]2)=[N:5][CH:4]=1.C(=O)([O-])[O-].[Cs+].[Cs+].Br[CH2:46][CH2:47][O:48][CH3:49]. Given the product [CH3:1][O:2][C:3]1[CH:12]=[C:11]2[C:6]([C:7]([O:13][C:14]3[CH:15]=[CH:16][C:17]([NH:20][C:21]4[C:30]5[C:25](=[CH:26][CH:27]=[CH:28][CH:29]=5)[C:24]([C:31]5[CH:32]=[CH:33][C:34]([CH3:38])=[C:35]([O:37][CH2:46][CH2:47][O:48][CH3:49])[CH:36]=5)=[N:23][N:22]=4)=[CH:18][CH:19]=3)=[CH:8][CH:9]=[N:10]2)=[N:5][CH:4]=1, predict the reactants needed to synthesize it. (4) Given the product [Br:1][C:2]1[CH:3]=[C:4]([C@:8]2([CH2:27][F:28])[CH2:13][C@@H:12]([C:14]([F:17])([F:16])[F:15])[O:11][C:10]([NH2:18])=[N:9]2)[CH:5]=[CH:6][CH:7]=1, predict the reactants needed to synthesize it. The reactants are: [Br:1][C:2]1[CH:3]=[C:4]([C@:8]2([CH2:27][F:28])[CH2:13][C@@H:12]([C:14]([F:17])([F:16])[F:15])[O:11][C:10]([NH:18]C(=O)C3C=CC=CC=3)=[N:9]2)[CH:5]=[CH:6][CH:7]=1.N1CCCN2CCCCCC=12. (5) The reactants are: [F:1][C:2]1[CH:16]=[CH:15][C:5]([CH2:6][O:7]C2C=CC=CC=2N)=[CH:4][CH:3]=1.FC1C=CC(CBr)=CC=1.[F:26][C:27]1[CH:46]=[CH:45][C:30]([CH2:31][N:32]([CH2:36][CH2:37][CH2:38][C:39]2[CH:44]=[CH:43]C=CC=2)[C:33](=[O:35])[CH3:34])=[CH:29][CH:28]=1. Given the product [F:26][C:27]1[CH:28]=[CH:29][C:30]([CH2:31][N:32]([C:36]2[CH:37]=[CH:38][CH:39]=[CH:44][C:43]=2[O:7][CH2:6][C:5]2[CH:15]=[CH:16][C:2]([F:1])=[CH:3][CH:4]=2)[C:33](=[O:35])[CH3:34])=[CH:45][CH:46]=1, predict the reactants needed to synthesize it. (6) Given the product [CH2:16]([C:18]1[CH:19]=[CH:20][C:21]([O:32][CH2:6][CH2:7][CH:2]([OH:3])[CH3:1])=[C:22]([C:24]([C:26]2[CH:31]=[CH:30][CH:29]=[CH:28][CH:27]=2)=[O:25])[CH:23]=1)[CH3:17], predict the reactants needed to synthesize it. The reactants are: [CH3:1][CH:2]1[CH2:7][CH2:6]OS(=O)(=O)[O:3]1.C(=O)([O-])[O-].[Cs+].[Cs+].[CH2:16]([C:18]1[CH:19]=[CH:20][C:21]([OH:32])=[C:22]([C:24]([C:26]2[CH:31]=[CH:30][CH:29]=[CH:28][CH:27]=2)=[O:25])[CH:23]=1)[CH3:17].